This data is from Full USPTO retrosynthesis dataset with 1.9M reactions from patents (1976-2016). The task is: Predict the reactants needed to synthesize the given product. (1) Given the product [F:1][C:2]1[CH:7]=[CH:6][C:5]([N:8]2[C:12]([C:13]([OH:15])=[O:14])=[CH:11][N:10]=[C:9]2[S:18][C:19]([C:32]2[CH:33]=[CH:34][CH:35]=[CH:36][CH:37]=2)([C:26]2[CH:27]=[CH:28][CH:29]=[CH:30][CH:31]=2)[C:20]2[CH:25]=[CH:24][CH:23]=[CH:22][CH:21]=2)=[CH:4][CH:3]=1, predict the reactants needed to synthesize it. The reactants are: [F:1][C:2]1[CH:7]=[CH:6][C:5]([N:8]2[C:12]([C:13]([O:15]CC)=[O:14])=[CH:11][N:10]=[C:9]2[S:18][C:19]([C:32]2[CH:37]=[CH:36][CH:35]=[CH:34][CH:33]=2)([C:26]2[CH:31]=[CH:30][CH:29]=[CH:28][CH:27]=2)[C:20]2[CH:25]=[CH:24][CH:23]=[CH:22][CH:21]=2)=[CH:4][CH:3]=1.[OH-].[Na+].CO.C1COCC1. (2) Given the product [Br:1][C:2]1[CH:3]=[C:4]([CH3:11])[C:5]([C:6]([OH:8])=[O:7])=[C:9]([Cl:19])[CH:10]=1, predict the reactants needed to synthesize it. The reactants are: [Br:1][C:2]1[CH:10]=[CH:9][C:5]([C:6]([OH:8])=[O:7])=[C:4]([CH3:11])[CH:3]=1.C1C(=O)N([Cl:19])C(=O)C1.